This data is from NCI-60 drug combinations with 297,098 pairs across 59 cell lines. The task is: Regression. Given two drug SMILES strings and cell line genomic features, predict the synergy score measuring deviation from expected non-interaction effect. Drug 1: C1=C(C(=O)NC(=O)N1)N(CCCl)CCCl. Drug 2: CC(C)CN1C=NC2=C1C3=CC=CC=C3N=C2N. Cell line: RPMI-8226. Synergy scores: CSS=14.6, Synergy_ZIP=0.463, Synergy_Bliss=-0.977, Synergy_Loewe=-5.11, Synergy_HSA=-4.42.